Dataset: Reaction yield outcomes from USPTO patents with 853,638 reactions. Task: Predict the reaction yield, written as a fraction of the theoretical maximum amount of product (1.0 means a 100% yield; for example, 0.34 means a 34% yield). (1) The reactants are [Cl:1][C:2]1[CH:7]=[CH:6][C:5](B2OC(C)(C)C(C)(C)O2)=[C:4]([F:17])[C:3]=1[F:18].[O-]P([O-])([O-])=O.[K+].[K+].[K+].I[C:28]1[CH:33]=[CH:32][N:31]([CH2:34][CH2:35][C@@:36]([CH3:46])([S:42]([CH3:45])(=[O:44])=[O:43])[C:37]([O:39]CC)=[O:38])[C:30](=[O:47])[CH:29]=1.C(Cl)Cl.[Li+].[OH-].[OH-].[Na+]. The catalyst is O.C1COCC1. The product is [Cl:1][C:2]1[CH:7]=[CH:6][C:5]([C:28]2[CH:33]=[CH:32][N:31]([CH2:34][CH2:35][C@@:36]([CH3:46])([S:42]([CH3:45])(=[O:43])=[O:44])[C:37]([OH:39])=[O:38])[C:30](=[O:47])[CH:29]=2)=[C:4]([F:17])[C:3]=1[F:18]. The yield is 0.896. (2) The reactants are [CH2:1]([N:3]([CH2:30][CH3:31])[CH2:4][CH2:5][NH:6][C:7]([C:9]1[C:17]2[CH2:16][CH2:15][CH2:14]/[C:13](=[C:18]3/[C:19](=[O:28])[NH:20][C:21]4[C:26]/3=[CH:25][C:24]([F:27])=[CH:23][CH:22]=4)/[C:12]=2[NH:11][C:10]=1[CH3:29])=[O:8])[CH3:2].C(#N)C.[C:35]1([S:41]([OH:44])(=[O:43])=[O:42])[CH:40]=[CH:39][CH:38]=[CH:37][CH:36]=1. The product is [C:35]1([S:41]([OH:44])(=[O:43])=[O:42])[CH:40]=[CH:39][CH:38]=[CH:37][CH:36]=1.[CH2:30]([N:3]([CH2:1][CH3:2])[CH2:4][CH2:5][NH:6][C:7]([C:9]1[C:17]2[CH2:16][CH2:15][CH2:14]/[C:13](=[C:18]3/[C:19](=[O:28])[NH:20][C:21]4[C:26]/3=[CH:25][C:24]([F:27])=[CH:23][CH:22]=4)/[C:12]=2[NH:11][C:10]=1[CH3:29])=[O:8])[CH3:31]. The catalyst is ClCCl. The yield is 0.850.